From a dataset of Forward reaction prediction with 1.9M reactions from USPTO patents (1976-2016). Predict the product of the given reaction. (1) Given the reactants [Br:1][C:2]1[CH:3]=[CH:4][C:5]([F:9])=[C:6]([OH:8])[CH:7]=1.[CH3:10][N:11]1[CH:15]=[C:14]([CH2:16]O)[N:13]=[N:12]1.C1(P(C2C=CC=CC=2)C2C=CC=CC=2)C=CC=CC=1.N(C(OC(C)C)=O)=NC(OC(C)C)=O, predict the reaction product. The product is: [Br:1][C:2]1[CH:3]=[CH:4][C:5]([F:9])=[C:6]([CH:7]=1)[O:8][CH2:16][C:14]1[N:13]=[N:12][N:11]([CH3:10])[CH:15]=1. (2) Given the reactants Br.[CH3:2][C@H:3]1[CH2:7][CH2:6][CH2:5][NH:4]1.CS(O[CH2:13][CH2:14][C:15]1[O:16][C:17]2[CH:23]=[CH:22][C:21]([C:24]3[CH:29]=[CH:28][CH:27]=[C:26]([C:30]#[N:31])[CH:25]=3)=[CH:20][C:18]=2[CH:19]=1)(=O)=O, predict the reaction product. The product is: [CH3:2][C@H:3]1[CH2:7][CH2:6][CH2:5][N:4]1[CH2:13][CH2:14][C:15]1[O:16][C:17]2[CH:23]=[CH:22][C:21]([C:24]3[CH:25]=[C:26]([CH:27]=[CH:28][CH:29]=3)[C:30]#[N:31])=[CH:20][C:18]=2[CH:19]=1. (3) Given the reactants [Cl:1][C:2]1[CH:3]=[N:4][C:5]2[C:10]([C:11]=1[CH:12](C(OC)=O)[C:13]([O:15][CH3:16])=[O:14])=[N:9][C:8]([O:21][CH3:22])=[CH:7][CH:6]=2.[Cl-].[Li+].O.C(OCC)(=O)C, predict the reaction product. The product is: [Cl:1][C:2]1[CH:3]=[N:4][C:5]2[C:10]([C:11]=1[CH2:12][C:13]([O:15][CH3:16])=[O:14])=[N:9][C:8]([O:21][CH3:22])=[CH:7][CH:6]=2. (4) Given the reactants C([O:8][C:9]1[CH:40]=[CH:39][C:12]([O:13][CH2:14][C@@H:15]([OH:38])[CH2:16][NH:17][C@H:18]([CH2:36][OH:37])[CH2:19][C:20]2[CH:25]=[CH:24][C:23]([NH:26][C:27]([NH:29][C:30]3[CH:35]=[CH:34][CH:33]=[CH:32][CH:31]=3)=[O:28])=[CH:22][CH:21]=2)=[CH:11][CH:10]=1)C1C=CC=CC=1, predict the reaction product. The product is: [OH:37][CH2:36][C@@H:18]([NH:17][CH2:16][C@H:15]([OH:38])[CH2:14][O:13][C:12]1[CH:39]=[CH:40][C:9]([OH:8])=[CH:10][CH:11]=1)[CH2:19][C:20]1[CH:21]=[CH:22][C:23]([NH:26][C:27]([NH:29][C:30]2[CH:35]=[CH:34][CH:33]=[CH:32][CH:31]=2)=[O:28])=[CH:24][CH:25]=1. (5) Given the reactants [H-].[Na+].[F:3][C:4]([F:27])([F:26])[C:5]1([C:8]2[CH:13]=[CH:12][C:11]([C:14]3[N:18]=[C:17]([C:19]4[CH:20]=[CH:21][C:22](=[O:25])[NH:23][CH:24]=4)[O:16][N:15]=3)=[CH:10][CH:9]=2)[CH2:7][CH2:6]1.[Br:28][C:29]1[CH:30]=[C:31]([CH:34]=[CH:35][CH:36]=1)[CH2:32]Br, predict the reaction product. The product is: [Br:28][C:29]1[CH:30]=[C:31]([CH:34]=[CH:35][CH:36]=1)[CH2:32][N:23]1[CH:24]=[C:19]([C:17]2[O:16][N:15]=[C:14]([C:11]3[CH:10]=[CH:9][C:8]([C:5]4([C:4]([F:3])([F:26])[F:27])[CH2:6][CH2:7]4)=[CH:13][CH:12]=3)[N:18]=2)[CH:20]=[CH:21][C:22]1=[O:25]. (6) Given the reactants CS(O[CH2:6][CH2:7][N:8]1[C:16]2[N:15]=[C:14]([NH2:17])[N:13]3[N:18]=[C:19]([C:21]4[O:22][CH:23]=[CH:24][CH:25]=4)[N:20]=[C:12]3[C:11]=2[CH:10]=[CH:9]1)(=O)=O.[F:26][C:27]1[CH:33]=[C:32]([F:34])[CH:31]=[CH:30][C:28]=1[NH2:29].CCN(C(C)C)C(C)C, predict the reaction product. The product is: [F:26][C:27]1[CH:33]=[C:32]([F:34])[CH:31]=[CH:30][C:28]=1[NH:29][CH2:6][CH2:7][N:8]1[C:16]2[N:15]=[C:14]([NH2:17])[N:13]3[N:18]=[C:19]([C:21]4[O:22][CH:23]=[CH:24][CH:25]=4)[N:20]=[C:12]3[C:11]=2[CH:10]=[CH:9]1.